The task is: Predict the reaction yield, written as a fraction of the theoretical maximum amount of product (1.0 means a 100% yield; for example, 0.34 means a 34% yield).. This data is from Reaction yield outcomes from USPTO patents with 853,638 reactions. (1) The reactants are [F:1][C:2]1[CH:8]=[CH:7][C:5]([NH2:6])=[CH:4][C:3]=1[CH3:9].[C:10](OC(=O)C)(=[O:12])[CH3:11].N. The catalyst is O. The product is [F:1][C:2]1[CH:8]=[CH:7][C:5]([NH:6][C:10](=[O:12])[CH3:11])=[CH:4][C:3]=1[CH3:9]. The yield is 1.00. (2) The reactants are [C:1]1([C:7]([C:9]2[CH:14]=[C:13]([O:15][CH2:16][C:17]3[CH:22]=[CH:21][CH:20]=[CH:19][CH:18]=3)[CH:12]=[CH:11][C:10]=2[NH2:23])=O)[CH:6]=[CH:5][CH:4]=[CH:3][CH:2]=1.[N:24]([O-])=O.[Na+].CO.[Sn](Cl)Cl. The yield is 0.480. The product is [C:1]1([C:7]2[C:9]3[C:10](=[CH:11][CH:12]=[C:13]([O:15][CH2:16][C:17]4[CH:22]=[CH:21][CH:20]=[CH:19][CH:18]=4)[CH:14]=3)[NH:23][N:24]=2)[CH:6]=[CH:5][CH:4]=[CH:3][CH:2]=1. The catalyst is Cl.O.C1COCC1. (3) The reactants are [N+:1]([C:4]1[CH:9]=[CH:8][C:7]([C:10]2[S:11][CH:12]=[CH:13][CH:14]=2)=[CH:6][C:5]=1[NH:15][C:16](=[O:24])[O:17][CH2:18][CH:19]1[CH2:22][N:21]([CH3:23])[CH2:20]1)([O-])=O. The catalyst is CO.[Pd]. The product is [NH2:1][C:4]1[CH:9]=[CH:8][C:7]([C:10]2[S:11][CH:12]=[CH:13][CH:14]=2)=[CH:6][C:5]=1[NH:15][C:16](=[O:24])[O:17][CH2:18][CH:19]1[CH2:22][N:21]([CH3:23])[CH2:20]1. The yield is 0.620. (4) The reactants are [F:1][C:2]([F:23])([F:22])[C:3]1[CH:4]=[C:5]([C@@H:9]2[CH2:13][NH:12][CH2:11][C@H:10]2[NH:14][C:15](=[O:21])[O:16][C:17]([CH3:20])([CH3:19])[CH3:18])[CH:6]=[CH:7][CH:8]=1.C(N(CC)C(C)C)C.Br[CH2:33][CH2:34][O:35][CH3:36]. The catalyst is CN(C=O)C. The product is [CH3:36][O:35][CH2:34][CH2:33][N:12]1[CH2:13][C@@H:9]([C:5]2[CH:6]=[CH:7][CH:8]=[C:3]([C:2]([F:22])([F:1])[F:23])[CH:4]=2)[C@H:10]([NH:14][C:15](=[O:21])[O:16][C:17]([CH3:18])([CH3:19])[CH3:20])[CH2:11]1. The yield is 0.680. (5) The reactants are [C:1](Cl)(=O)[C:2]1[CH:7]=[CH:6][CH:5]=[CH:4][CH:3]=1.C([O-])([O-])=O.[Na+].[Na+].[NH2:16][C:17]1[CH:25]=[CH:24][C:23]([Cl:26])=[CH:22][C:18]=1[C:19]([OH:21])=[O:20].O. The catalyst is C1COCC1. The product is [Cl:26][C:23]1[CH:24]=[CH:25][C:17]2[N:16]=[C:1]([C:2]3[CH:7]=[CH:6][CH:5]=[CH:4][CH:3]=3)[O:20][C:19](=[O:21])[C:18]=2[CH:22]=1. The yield is 0.920. (6) The reactants are [C:1]([O:5][C:6]([N:8]1[CH:12]=[CH:11][CH:10]=[C:9]1[C:13]1[NH:14][C:15]2[C:20]([C:21]=1[CH:22]1[CH2:27][CH2:26][CH2:25][CH2:24][CH2:23]1)=[CH:19][CH:18]=[C:17]([C:28]([O:30][CH3:31])=[O:29])[CH:16]=2)=[O:7])([CH3:4])([CH3:3])[CH3:2].Br[CH2:33][CH2:34][CH2:35][Cl:36].[H-].[Na+].O. The catalyst is CN(C)C=O. The product is [C:1]([O:5][C:6]([N:8]1[CH:12]=[CH:11][CH:10]=[C:9]1[C:13]1[N:14]([CH2:33][CH2:34][CH2:35][Cl:36])[C:15]2[C:20]([C:21]=1[CH:22]1[CH2:27][CH2:26][CH2:25][CH2:24][CH2:23]1)=[CH:19][CH:18]=[C:17]([C:28]([O:30][CH3:31])=[O:29])[CH:16]=2)=[O:7])([CH3:4])([CH3:3])[CH3:2]. The yield is 1.00. (7) The reactants are [CH2:1]([NH:8][CH2:9][CH2:10][OH:11])[C:2]1[CH:7]=[CH:6][CH:5]=[CH:4][CH:3]=1.[Cl:12][C:13]1[S:37][C:16]2[NH:17][C:18]([C:20]([NH:22][C@@H:23]3[CH2:31][C:30]4[C:25](=[CH:26][CH:27]=[CH:28][CH:29]=4)[C@H:24]3[NH:32][C:33](=[O:36])[CH2:34]Cl)=[O:21])=[CH:19][C:15]=2[CH:14]=1.CCN(CC)CC. The catalyst is C1COCC1. The product is [Cl:12][C:13]1[S:37][C:16]2[NH:17][C:18]([C:20]([NH:22][C@@H:23]3[CH2:31][C:30]4[C:25](=[CH:26][CH:27]=[CH:28][CH:29]=4)[C@H:24]3[NH:32][C:33](=[O:36])[CH2:34][N:8]([CH2:9][CH2:10][OH:11])[CH2:1][C:2]3[CH:7]=[CH:6][CH:5]=[CH:4][CH:3]=3)=[O:21])=[CH:19][C:15]=2[CH:14]=1. The yield is 0.360.